Dataset: Forward reaction prediction with 1.9M reactions from USPTO patents (1976-2016). Task: Predict the product of the given reaction. (1) Given the reactants [Cl:1][C:2]1[CH:3]=[C:4]2[C:8](=[CH:9][CH:10]=1)[NH:7][CH:6]=[C:5]2[CH2:11][CH2:12][NH:13][C:14](=[O:23])[C:15]1[CH:20]=[CH:19][C:18]([CH2:21]Cl)=[CH:17][CH:16]=1.[O:24]1[CH:28]=[CH:27][C:26](B(O)O)=[CH:25]1.ClCCl.C(=O)([O-])[O-].[Na+].[Na+].[I-].[Na+], predict the reaction product. The product is: [Cl:1][C:2]1[CH:3]=[C:4]2[C:8](=[CH:9][CH:10]=1)[NH:7][CH:6]=[C:5]2[CH2:11][CH2:12][NH:13][C:14](=[O:23])[C:15]1[CH:20]=[CH:19][C:18]([CH2:21][C:26]2[CH:27]=[CH:28][O:24][CH:25]=2)=[CH:17][CH:16]=1. (2) Given the reactants [F:1][C:2]1[CH:52]=[CH:51][C:5]([C:6]([N:8]([CH2:15][C:16]2[CH:21]=[C:20]([C:22]3[CH:49]=[CH:48][C:25]4[N:26]([C:29]([C:42]5[CH:47]=[CH:46][CH:45]=[CH:44][CH:43]=5)([C:36]5[CH:41]=[CH:40][CH:39]=[CH:38][CH:37]=5)[C:30]5[CH:35]=[CH:34][CH:33]=[CH:32][CH:31]=5)[N:27]=[N:28][C:24]=4[CH:23]=3)[CH:19]=[CH:18][C:17]=2[F:50])[CH:9]2[CH2:14][CH2:13][NH:12][CH2:11][CH2:10]2)=[O:7])=[CH:4][CH:3]=1.[CH:53](I)([CH3:55])[CH3:54].C(=O)([O-])[O-].[K+].[K+], predict the reaction product. The product is: [F:1][C:2]1[CH:3]=[CH:4][C:5]([C:6]([N:8]([CH2:15][C:16]2[CH:21]=[C:20]([C:22]3[CH:49]=[CH:48][C:25]4[N:26]([C:29]([C:36]5[CH:41]=[CH:40][CH:39]=[CH:38][CH:37]=5)([C:42]5[CH:43]=[CH:44][CH:45]=[CH:46][CH:47]=5)[C:30]5[CH:35]=[CH:34][CH:33]=[CH:32][CH:31]=5)[N:27]=[N:28][C:24]=4[CH:23]=3)[CH:19]=[CH:18][C:17]=2[F:50])[CH:9]2[CH2:14][CH2:13][N:12]([CH:53]([CH3:55])[CH3:54])[CH2:11][CH2:10]2)=[O:7])=[CH:51][CH:52]=1. (3) Given the reactants CCN=C=N[CH2:6][CH2:7][CH2:8][N:9]([CH3:11])C.F[P-](F)(F)(F)(F)F.N1(O[P+](N(C)C)(N(C)C)N(C)C)[C:23]2[CH:24]=[CH:25]C=[CH:27][C:22]=2N=N1.C(N(C(C)C)CC)(C)C, predict the reaction product. The product is: [NH:9]1[C:8]2[C:23](=[CH:22][CH:27]=[CH:6][CH:7]=2)[CH2:24][CH:25]=[CH:11]1. (4) Given the reactants CC1(C)[O:6][CH:5]([CH2:7][O:8][C:9]2[CH:14]=[CH:13][C:12]([C:15]([C:20]3[CH:25]=[CH:24][C:23]([CH2:26][CH2:27][C:28]([CH2:32][CH3:33])([OH:31])[CH2:29][CH3:30])=[C:22]([CH3:34])[CH:21]=3)([CH2:18][CH3:19])[CH2:16][CH3:17])=[CH:11][C:10]=2[CH3:35])[CH2:4][O:3]1.CC1(C)C2(CS(O)(=O)=O)C(CC1CC2)=O.C([O-])(O)=O.[Na+], predict the reaction product. The product is: [CH2:16]([C:15]([C:12]1[CH:13]=[CH:14][C:9]([O:8][CH2:7][CH:5]([OH:6])[CH2:4][OH:3])=[C:10]([CH3:35])[CH:11]=1)([C:20]1[CH:25]=[CH:24][C:23]([CH2:26][CH2:27][C:28]([CH2:29][CH3:30])([OH:31])[CH2:32][CH3:33])=[C:22]([CH3:34])[CH:21]=1)[CH2:18][CH3:19])[CH3:17]. (5) Given the reactants [C:1]([CH2:3][C:4]([NH2:6])=[S:5])#[N:2].CN1CCOCC1.[C:14]([C:16]([C:37]#[N:38])=[CH:17][C:18]1[CH:36]=[CH:35][C:21]([O:22][CH:23]2[CH2:27][CH2:26][N:25]([C:28]([O:30][C:31]([CH3:34])([CH3:33])[CH3:32])=[O:29])[CH2:24]2)=[CH:20][CH:19]=1)#[N:15], predict the reaction product. The product is: [NH2:38][C:37]1[C:16]([C:14]#[N:15])=[C:17]([C:18]2[CH:19]=[CH:20][C:21]([O:22][CH:23]3[CH2:27][CH2:26][N:25]([C:28]([O:30][C:31]([CH3:32])([CH3:34])[CH3:33])=[O:29])[CH2:24]3)=[CH:35][CH:36]=2)[C:3]([C:1]#[N:2])=[C:4]([SH:5])[N:6]=1. (6) The product is: [CH2:1]([O:4][N:5]([C@H:18]1[CH2:23][N:22]([C:24]([O:26][C:27]([CH3:29])([CH3:30])[CH3:28])=[O:25])[C@H:21]([C:31](=[O:33])[NH2:41])[C:20]([CH:34]2[CH2:36][CH2:35]2)=[CH:19]1)[S:6]([C:9]1[CH:14]=[CH:13][CH:12]=[CH:11][C:10]=1[N+:15]([O-:17])=[O:16])(=[O:8])=[O:7])[CH:2]=[CH2:3]. Given the reactants [CH2:1]([O:4][N:5]([C@H:18]1[CH2:23][N:22]([C:24]([O:26][C:27]([CH3:30])([CH3:29])[CH3:28])=[O:25])[C@H:21]([C:31]([OH:33])=O)[C:20]([CH:34]2[CH2:36][CH2:35]2)=[CH:19]1)[S:6]([C:9]1[CH:14]=[CH:13][CH:12]=[CH:11][C:10]=1[N+:15]([O-:17])=[O:16])(=[O:8])=[O:7])[CH:2]=[CH2:3].C(O[N:41]([C@H]1CN(C(OC(C)(C)C)=O)[C@H](C(=O)N)C=C1C)S(C1C=CC=CC=1[N+]([O-])=O)(=O)=O)C=C, predict the reaction product. (7) Given the reactants [C:1]([C:3]1[N:8]=[C:7]([C:9]2[N:13]3[CH:14]=[C:15]([F:18])[CH:16]=[CH:17][C:12]3=[N:11][CH:10]=2)[N:6]=[C:5]([NH:19][C@@H:20]2[CH2:25][CH2:24][CH2:23][N:22](C(OC(C)(C)C)=O)[CH2:21]2)[CH:4]=1)#[N:2].FC(F)(F)C(O)=O, predict the reaction product. The product is: [F:18][C:15]1[CH:16]=[CH:17][C:12]2[N:13]([C:9]([C:7]3[N:8]=[C:3]([C:1]#[N:2])[CH:4]=[C:5]([NH:19][C@@H:20]4[CH2:25][CH2:24][CH2:23][NH:22][CH2:21]4)[N:6]=3)=[CH:10][N:11]=2)[CH:14]=1.